Dataset: Full USPTO retrosynthesis dataset with 1.9M reactions from patents (1976-2016). Task: Predict the reactants needed to synthesize the given product. (1) Given the product [Br:1][C:2]1[CH:11]=[C:10]2[C:5]([N:6]=[CH:7][C:8]3[N:9]2[C:22](=[O:21])[NH:13][N:12]=3)=[CH:4][CH:3]=1, predict the reactants needed to synthesize it. The reactants are: [Br:1][C:2]1[CH:11]=[C:10]2[C:5]([N:6]=[CH:7][C:8]([NH:12][NH2:13])=[N:9]2)=[CH:4][CH:3]=1.C(N(CC)CC)C.[O:21]=[C:22](Cl)OC(Cl)(Cl)Cl. (2) Given the product [NH2:3][C:4]1[C:8]([NH:9][C:33]([NH:32][C:26]2[C:27]([Cl:31])=[CH:28][CH:29]=[CH:30][C:25]=2[Cl:24])=[S:34])=[CH:7][S:6][CH:5]=1, predict the reactants needed to synthesize it. The reactants are: Cl.Cl.[NH2:3][C:4]1[C:8]([NH2:9])=[CH:7][S:6][CH:5]=1.C1COCC1.C(N(C(C)C)C(C)C)C.[Cl:24][C:25]1[CH:30]=[CH:29][CH:28]=[C:27]([Cl:31])[C:26]=1[N:32]=[C:33]=[S:34]. (3) The reactants are: Br[C:2]1[C:3]([F:29])=[CH:4][C:5]2[O:11][CH2:10][CH2:9][N:8]3[C:12]([CH:18]([C:20]4[CH:25]=[C:24]([F:26])[CH:23]=[C:22]([F:27])[CH:21]=4)[OH:19])=[C:13]([C:15]([NH2:17])=[O:16])[N:14]=[C:7]3[C:6]=2[CH:28]=1.[CH3:30][C:31]([OH:35])([CH3:34])[C:32]#[CH:33]. Given the product [F:27][C:22]1[CH:21]=[C:20]([CH:18]([OH:19])[C:12]2[N:8]3[CH2:9][CH2:10][O:11][C:5]4[CH:4]=[C:3]([F:29])[C:2]([C:33]#[C:32][C:31]([OH:35])([CH3:34])[CH3:30])=[CH:28][C:6]=4[C:7]3=[N:14][C:13]=2[C:15]([NH2:17])=[O:16])[CH:25]=[C:24]([F:26])[CH:23]=1, predict the reactants needed to synthesize it. (4) Given the product [Cl:30][C:26]1[C:27]([O:28][CH3:29])=[C:22]([NH:21][C:18](=[O:20])[CH3:19])[C:23](/[CH:33]=[CH:34]/[C:35]([N:14]2[CH2:15][CH:8]3[N:7]([CH2:6][C:5]4[CH:16]=[CH:17][C:2]([F:1])=[CH:3][CH:4]=4)[CH:12]([CH2:11][O:10][CH2:9]3)[CH2:13]2)=[O:36])=[CH:24][C:25]=1[O:31][CH3:32], predict the reactants needed to synthesize it. The reactants are: [F:1][C:2]1[CH:17]=[CH:16][C:5]([CH2:6][N:7]2[CH:12]3[CH2:13][NH:14][CH2:15][CH:8]2[CH2:9][O:10][CH2:11]3)=[CH:4][CH:3]=1.[C:18]([NH:21][C:22]1[C:27]([O:28][CH3:29])=[C:26]([Cl:30])[C:25]([O:31][CH3:32])=[CH:24][C:23]=1/[CH:33]=[CH:34]/[C:35](O)=[O:36])(=[O:20])[CH3:19]. (5) Given the product [CH2:1]([C:8]12[CH:27]=[C:26]([C:28]([NH2:29])=[O:34])[C:25](=[O:30])[CH:24]([CH3:31])[CH:9]1[CH2:10][CH2:11][C:12]1[C:16]2=[N:15][N:14]([CH3:17])[C:13]=1[C:18]1[CH:19]=[CH:20][CH:21]=[CH:22][CH:23]=1)[C:2]1[CH:7]=[CH:6][CH:5]=[CH:4][CH:3]=1, predict the reactants needed to synthesize it. The reactants are: [CH2:1]([C:8]12[CH:27]=[C:26]([C:28]#[N:29])[C:25](=[O:30])[CH:24]([CH3:31])[CH:9]1[CH2:10][CH2:11][C:12]1[C:16]2=[N:15][N:14]([CH3:17])[C:13]=1[C:18]1[CH:23]=[CH:22][CH:21]=[CH:20][CH:19]=1)[C:2]1[CH:7]=[CH:6][CH:5]=[CH:4][CH:3]=1.C([OH:34])C. (6) Given the product [F:15][C:14]([F:17])([F:16])[C:1]([C:4]1[CH:13]=[CH:12][C:7]([C:8]([O:10][CH3:11])=[O:9])=[CH:6][CH:5]=1)([OH:3])[CH3:2], predict the reactants needed to synthesize it. The reactants are: [C:1]([C:4]1[CH:13]=[CH:12][C:7]([C:8]([O:10][CH3:11])=[O:9])=[CH:6][CH:5]=1)(=[O:3])[CH3:2].[C:14]([Si](C)(C)C)([F:17])([F:16])[F:15].C1COCC1. (7) Given the product [C:27]([O:30][CH2:31][CH2:32][O:33][C:34]1[CH:35]=[CH:36][CH:37]=[C:38]2[C:43]=1[N:42]=[C:41]([C:44]1[N:6]3[CH:5]=[C:4]([C@@H:3]([N:12]4[CH2:16][CH2:15][C@H:14]([NH:17][C:18]([O:19][C:20]([CH3:22])([CH3:23])[CH3:21])=[O:24])[CH2:13]4)[C:2]([F:25])([F:1])[F:26])[CH:9]=[CH:8][C:7]3=[N:10][N:11]=1)[CH:40]=[CH:39]2)(=[O:29])[CH3:28], predict the reactants needed to synthesize it. The reactants are: [F:1][C:2]([F:26])([F:25])[C@H:3]([N:12]1[CH2:16][CH2:15][C@H:14]([NH:17][C:18](=[O:24])[O:19][C:20]([CH3:23])([CH3:22])[CH3:21])[CH2:13]1)[C:4]1[CH:5]=[N:6][C:7]([NH:10][NH2:11])=[CH:8][CH:9]=1.[C:27]([O:30][CH2:31][CH2:32][O:33][C:34]1[CH:35]=[CH:36][CH:37]=[C:38]2[C:43]=1[N:42]=[C:41]([CH3:44])[CH:40]=[CH:39]2)(=[O:29])[CH3:28].C(O)C.C(O)(=O)C.C(O)(=O)C.I(C1C=CC=CC=1)=O.C(=O)(O)[O-].[Na+].